From a dataset of Catalyst prediction with 721,799 reactions and 888 catalyst types from USPTO. Predict which catalyst facilitates the given reaction. (1) Product: [Cl:1][C:2]1[C:3]([C:14]2[C:22]3[C:17](=[CH:18][CH:19]=[CH:20][CH:21]=3)[N:16]([S:23]([C:26]3[CH:31]=[CH:30][CH:29]=[CH:28][CH:27]=3)(=[O:25])=[O:24])[CH:15]=2)=[N:4][C:5]([NH:8][C@@H:9]2[CH2:13][CH2:12][N:11]([S:41]([C:38]3[CH:37]=[CH:36][C:35]([N+:32]([O-:34])=[O:33])=[CH:40][CH:39]=3)(=[O:42])=[O:43])[CH2:10]2)=[N:6][CH:7]=1. The catalyst class is: 17. Reactant: [Cl:1][C:2]1[C:3]([C:14]2[C:22]3[C:17](=[CH:18][CH:19]=[CH:20][CH:21]=3)[N:16]([S:23]([C:26]3[CH:31]=[CH:30][CH:29]=[CH:28][CH:27]=3)(=[O:25])=[O:24])[CH:15]=2)=[N:4][C:5]([NH:8][C@@H:9]2[CH2:13][CH2:12][NH:11][CH2:10]2)=[N:6][CH:7]=1.[N+:32]([C:35]1[CH:40]=[CH:39][C:38]([S:41](Cl)(=[O:43])=[O:42])=[CH:37][CH:36]=1)([O-:34])=[O:33]. (2) Reactant: [NH:1]1[C:9]2[CH:8]=[CH:7][CH:6]=[C:5]([CH:10]=[O:11])[C:4]=2[CH:3]=[CH:2]1.[H-].[Na+].I[CH3:15].[Cl-].[NH4+]. The catalyst class is: 18. Product: [CH3:15][N:1]1[C:9]2[CH:8]=[CH:7][CH:6]=[C:5]([CH:10]=[O:11])[C:4]=2[CH:3]=[CH:2]1. (3) Reactant: O1[C:5]2([CH2:10][CH2:9][CH:8]([C:11]3[C:16]([OH:17])=[CH:15][CH:14]=[CH:13][N:12]=3)[CH2:7][CH2:6]2)[O:4]CC1.Cl.C([O-])(O)=O.[Na+]. Product: [OH:17][C:16]1[C:11]([CH:8]2[CH2:7][CH2:6][C:5](=[O:4])[CH2:10][CH2:9]2)=[N:12][CH:13]=[CH:14][CH:15]=1. The catalyst class is: 10. (4) Product: [F:24][C:23]([F:26])([F:25])[S:20]([O:1][C:2]1[CH:9]=[CH:8][C:5]([CH:6]=[O:7])=[CH:4][C:3]=1[O:10][CH3:11])(=[O:21])=[O:19]. The catalyst class is: 2. Reactant: [OH:1][C:2]1[CH:9]=[CH:8][C:5]([CH:6]=[O:7])=[CH:4][C:3]=1[O:10][CH3:11].CCN(CC)CC.[O:19](S(C(F)(F)F)(=O)=O)[S:20]([C:23]([F:26])([F:25])[F:24])(=O)=[O:21].